From a dataset of Reaction yield outcomes from USPTO patents with 853,638 reactions. Predict the reaction yield, written as a fraction of the theoretical maximum amount of product (1.0 means a 100% yield; for example, 0.34 means a 34% yield). (1) The reactants are [CH3:1][O:2][C:3]1[C:4]([N+:15]([O-:17])=[O:16])=[CH:5][C:6]2[O:11][C:10]([CH3:13])([CH3:12])[CH:9]=[CH:8][C:7]=2[CH:14]=1.CN1C=CN=C1.I(C1C=CC=CC=1)=[O:25].S([O-])([O-])(=O)=S.[Na+].[Na+]. The catalyst is C(#N)C. The product is [O:25]1[C@H:8]2[C@@H:9]1[C:10]([CH3:13])([CH3:12])[O:11][C:6]1[CH:5]=[C:4]([N+:15]([O-:17])=[O:16])[C:3]([O:2][CH3:1])=[CH:14][C:7]=12. The yield is 0.750. (2) The reactants are [Cl:1][C:2]1[CH:31]=[CH:30][C:5]([CH2:6][NH:7][C:8]([C:10]2[C:19](=[O:20])[C:18]3[C:13](=[C:14](I)[CH:15]=[C:16]([CH2:21][N:22]4[CH2:27][CH2:26][O:25][CH2:24][CH2:23]4)[CH:17]=3)[N:12]([CH3:29])[CH:11]=2)=[O:9])=[CH:4][CH:3]=1.[CH2:32]([C@@H:36]1[CH2:40][O:39][C:38](=[O:41])[NH:37]1)[CH2:33][C:34]#[CH:35].CN(C=O)C. The catalyst is N(CC)CC.Cl[Pd](Cl)([P](C1C=CC=CC=1)(C1C=CC=CC=1)C1C=CC=CC=1)[P](C1C=CC=CC=1)(C1C=CC=CC=1)C1C=CC=CC=1.[Cu]I. The product is [Cl:1][C:2]1[CH:31]=[CH:30][C:5]([CH2:6][NH:7][C:8]([C:10]2[C:19](=[O:20])[C:18]3[C:13](=[C:14]([C:35]#[C:34][CH2:33][CH2:32][C@@H:36]4[CH2:40][O:39][C:38](=[O:41])[NH:37]4)[CH:15]=[C:16]([CH2:21][N:22]4[CH2:27][CH2:26][O:25][CH2:24][CH2:23]4)[CH:17]=3)[N:12]([CH3:29])[CH:11]=2)=[O:9])=[CH:4][CH:3]=1. The yield is 0.310. (3) The reactants are [CH2:1]([C:4]1[CH:10]=[CH:9][C:7]([NH2:8])=[CH:6][C:5]=1[N+:11]([O-:13])=[O:12])[CH2:2][CH3:3].[CH3:14][C:15]([O:18][C:19](O[C:19]([O:18][C:15]([CH3:17])([CH3:16])[CH3:14])=[O:20])=[O:20])([CH3:17])[CH3:16]. The catalyst is N1C=CC=CC=1.C(Cl)Cl. The product is [C:15]([O:18][C:19](=[O:20])[NH:8][C:7]1[CH:9]=[CH:10][C:4]([CH2:1][CH2:2][CH3:3])=[C:5]([N+:11]([O-:13])=[O:12])[CH:6]=1)([CH3:17])([CH3:16])[CH3:14]. The yield is 0.870.